From a dataset of Forward reaction prediction with 1.9M reactions from USPTO patents (1976-2016). Predict the product of the given reaction. (1) Given the reactants [NH2:1][C:2]1[N:3]=[CH:4][C:5]([F:32])=[C:6]2[C:10]([C:11](=[O:31])[C:12]([N:14]3[CH2:19][CH2:18][N:17]([C:20]4[N:24]([C:25]5[CH:30]=[CH:29][CH:28]=[CH:27][CH:26]=5)[N:23]=[N:22][N:21]=4)[CH2:16][CH2:15]3)=[O:13])=[CH:9][NH:8][C:7]=12.[CH3:33][N:34]([CH3:38])[C:35](Cl)=[O:36], predict the reaction product. The product is: [F:32][C:5]1[CH:4]=[N:3][C:2]([NH:1][C:35](=[O:36])[N:34]([CH3:38])[CH3:33])=[C:7]2[NH:8][CH:9]=[C:10]([C:11](=[O:31])[C:12](=[O:13])[N:14]3[CH2:15][CH2:16][N:17]([C:20]4[N:24]([C:25]5[CH:30]=[CH:29][CH:28]=[CH:27][CH:26]=5)[N:23]=[N:22][N:21]=4)[CH2:18][CH2:19]3)[C:6]=12. (2) Given the reactants [OH:1][CH:2]([CH2:13][O:14][C:15]1[CH:20]=[CH:19][CH:18]=[C:17]([C:21]2[N:26]=[C:25]([C:27]#[C:28][CH3:29])[C:24]([CH3:30])=[C:23]([NH:31][CH:32]3[CH2:37][CH2:36][O:35][CH2:34][CH2:33]3)[N:22]=2)[CH:16]=1)[CH2:3][N:4]([CH3:12])[C:5](=[O:11])[O:6][C:7]([CH3:10])([CH3:9])[CH3:8].[N:38]([CH2:41][Si:42]([CH3:45])([CH3:44])[CH3:43])=[N+:39]=[N-:40], predict the reaction product. The product is: [OH:1][CH:2]([CH2:13][O:14][C:15]1[CH:20]=[CH:19][CH:18]=[C:17]([C:21]2[N:26]=[C:25]([C:27]3[N:38]([CH2:41][Si:42]([CH3:45])([CH3:44])[CH3:43])[N:39]=[N:40][C:28]=3[CH3:29])[C:24]([CH3:30])=[C:23]([NH:31][CH:32]3[CH2:37][CH2:36][O:35][CH2:34][CH2:33]3)[N:22]=2)[CH:16]=1)[CH2:3][N:4]([CH3:12])[C:5](=[O:11])[O:6][C:7]([CH3:9])([CH3:10])[CH3:8]. (3) Given the reactants C(CN)O.C([O:12][C:13]1[CH:14]=[C:15]([C:24](=[O:28])[CH:25](O)O)[C:16]2[O:21][CH2:20][C:19](=[O:22])[NH:18][C:17]=2[CH:23]=1)C1C=CC=CC=1.[Br:29][C:30]1[CH:35]=[CH:34][C:33]([CH2:36][C:37]([NH2:40])([CH3:39])[CH3:38])=[CH:32][CH:31]=1, predict the reaction product. The product is: [Br:29][C:30]1[CH:31]=[CH:32][C:33]([CH2:36][C:37]([NH:40][CH2:25][CH:24]([C:15]2[C:16]3[O:21][CH2:20][C:19](=[O:22])[NH:18][C:17]=3[CH:23]=[C:13]([OH:12])[CH:14]=2)[OH:28])([CH3:38])[CH3:39])=[CH:34][CH:35]=1.